From a dataset of Forward reaction prediction with 1.9M reactions from USPTO patents (1976-2016). Predict the product of the given reaction. Given the reactants [NH:1]1[C:9]2[C:4](=[N:5][CH:6]=[CH:7][CH:8]=2)[CH:3]=[CH:2]1.[CH3:10][N:11]1[CH2:16][CH2:15][C:14](=O)[CH2:13][CH2:12]1, predict the reaction product. The product is: [CH3:10][N:11]1[CH2:12][CH:13]=[C:14]([C:3]2[C:4]3=[N:5][CH:6]=[CH:7][CH:8]=[C:9]3[NH:1][CH:2]=2)[CH2:15][CH2:16]1.